From a dataset of Reaction yield outcomes from USPTO patents with 853,638 reactions. Predict the reaction yield, written as a fraction of the theoretical maximum amount of product (1.0 means a 100% yield; for example, 0.34 means a 34% yield). The reactants are C(O)(C(F)(F)F)=O.[F:8][C:9]([F:29])([F:28])[C:10]1([C:23]([O:25][CH2:26][CH3:27])=[O:24])[CH2:15][CH2:14][N:13]([C:16](OC(C)(C)C)=O)[CH2:12][CH2:11]1.C(=O)([O-])[O-].[Na+].[Na+].ClC1[N:42]=[CH:41][C:40]([B:43]([OH:45])[OH:44])=[CH:39][N:38]=1. No catalyst specified. The product is [CH2:26]([O:25][C:23]([C:10]1([C:9]([F:8])([F:28])[F:29])[CH2:11][CH2:12][N:13]([C:16]2[N:42]=[CH:41][C:40]([B:43]([OH:45])[OH:44])=[CH:39][N:38]=2)[CH2:14][CH2:15]1)=[O:24])[CH3:27]. The yield is 0.890.